From a dataset of Catalyst prediction with 721,799 reactions and 888 catalyst types from USPTO. Predict which catalyst facilitates the given reaction. (1) Reactant: [Cl:1][C:2]1[C:3]([CH3:21])=[C:4]([CH:10](C(OCC)=O)[C:11]([O:13]CC)=[O:12])[CH:5]=[CH:6][C:7]=1[C:8]#[N:9].[OH-].[Na+].CCOC(C)=O.Cl. Product: [Cl:1][C:2]1[C:3]([CH3:21])=[C:4]([CH2:10][C:11]([OH:13])=[O:12])[CH:5]=[CH:6][C:7]=1[C:8]#[N:9]. The catalyst class is: 5. (2) Reactant: [Cl:1][C:2]1[CH:7]=[CH:6][CH:5]=[CH:4][C:3]=1[C:8]1[N:13]=[C:12]2[O:14][C:15]([C:18](=[O:23])[C:19]([CH3:22])([CH3:21])[CH3:20])=[C:16]([CH3:17])[C:11]2=[CH:10][C:9]=1[C:24]1[CH:29]=[CH:28][C:27]([Cl:30])=[CH:26][CH:25]=1.BrN1C(=[O:37])CCC1=O.N(C(C)(C)C#N)=NC(C)(C)C#N.C[N+]1([O-])CCOCC1. Product: [Cl:1][C:2]1[CH:7]=[CH:6][CH:5]=[CH:4][C:3]=1[C:8]1[N:13]=[C:12]2[O:14][C:15]([C:18](=[O:23])[C:19]([CH3:22])([CH3:21])[CH3:20])=[C:16]([CH:17]=[O:37])[C:11]2=[CH:10][C:9]=1[C:24]1[CH:25]=[CH:26][C:27]([Cl:30])=[CH:28][CH:29]=1. The catalyst class is: 53.